Dataset: NCI-60 drug combinations with 297,098 pairs across 59 cell lines. Task: Regression. Given two drug SMILES strings and cell line genomic features, predict the synergy score measuring deviation from expected non-interaction effect. (1) Drug 1: COC1=NC(=NC2=C1N=CN2C3C(C(C(O3)CO)O)O)N. Drug 2: C1=NNC2=C1C(=O)NC=N2. Cell line: 786-0. Synergy scores: CSS=-3.02, Synergy_ZIP=1.66, Synergy_Bliss=1.37, Synergy_Loewe=-4.49, Synergy_HSA=-2.26. (2) Drug 1: CC(CN1CC(=O)NC(=O)C1)N2CC(=O)NC(=O)C2. Drug 2: C1=CC(=CC=C1CC(C(=O)O)N)N(CCCl)CCCl.Cl. Cell line: SW-620. Synergy scores: CSS=45.3, Synergy_ZIP=-1.72, Synergy_Bliss=5.08, Synergy_Loewe=4.39, Synergy_HSA=5.31. (3) Drug 1: C1=CC(=CC=C1CCCC(=O)O)N(CCCl)CCCl. Drug 2: CCN(CC)CCCC(C)NC1=C2C=C(C=CC2=NC3=C1C=CC(=C3)Cl)OC. Cell line: MDA-MB-435. Synergy scores: CSS=9.85, Synergy_ZIP=-6.14, Synergy_Bliss=-8.59, Synergy_Loewe=-15.6, Synergy_HSA=-8.72. (4) Drug 1: CCCS(=O)(=O)NC1=C(C(=C(C=C1)F)C(=O)C2=CNC3=C2C=C(C=N3)C4=CC=C(C=C4)Cl)F. Drug 2: CS(=O)(=O)OCCCCOS(=O)(=O)C. Cell line: A498. Synergy scores: CSS=4.51, Synergy_ZIP=-2.10, Synergy_Bliss=-0.844, Synergy_Loewe=-2.19, Synergy_HSA=-1.75.